Predict which catalyst facilitates the given reaction. From a dataset of Catalyst prediction with 721,799 reactions and 888 catalyst types from USPTO. (1) Reactant: [F:1][C:2]1[CH:26]=[CH:25][C:5]2=[C:6]3[N:17]=[C:16]([S:18][CH:19]4[CH2:23][CH2:22][O:21][C:20]4=[O:24])[NH:15][C:7]3=[C:8]3[C:13]([C:12](=[O:14])[NH:11][CH:10]=[CH:9]3)=[C:4]2[CH:3]=1.[NH3:27]. Product: [F:1][C:2]1[CH:26]=[CH:25][C:5]2=[C:6]3[N:17]=[C:16]([S:18][CH:19]([CH2:23][CH2:22][OH:21])[C:20]([NH2:27])=[O:24])[NH:15][C:7]3=[C:8]3[C:13]([C:12](=[O:14])[NH:11][CH:10]=[CH:9]3)=[C:4]2[CH:3]=1. The catalyst class is: 7. (2) The catalyst class is: 424. Product: [Br:17][C:18]([CH3:23])([CH3:22])[C:19]([NH:1][C:2]1[CH:7]=[C:6]([N+:8]([O-:10])=[O:9])[CH:5]=[CH:4][C:3]=1[OH:11])=[O:20]. Reactant: [NH2:1][C:2]1[CH:7]=[C:6]([N+:8]([O-:10])=[O:9])[CH:5]=[CH:4][C:3]=1[OH:11].C1COCC1.[Br:17][C:18]([CH3:23])([CH3:22])[C:19](Br)=[O:20]. (3) The catalyst class is: 101. Product: [CH:1]1([CH:4]([C:11]2[CH:16]=[CH:15][CH:14]=[C:13]([CH2:17][O:18][C:19]3[CH:20]=[C:21]([C:47]4[CH:48]=[CH:49][C:44]([C:43]([F:54])([F:53])[F:42])=[CH:45][CH:46]=4)[C:22]([C:25]4[CH:30]=[C:29]([O:31][CH3:32])[CH:28]=[CH:27][C:26]=4[F:33])=[CH:23][CH:24]=3)[CH:12]=2)[CH2:5][C:6]([O:8][CH2:9][CH3:10])=[O:7])[CH2:3][CH2:2]1. Reactant: [CH:1]1([CH:4]([C:11]2[CH:16]=[CH:15][CH:14]=[C:13]([CH2:17][O:18][C:19]3[CH:24]=[CH:23][C:22]([C:25]4[CH:30]=[C:29]([O:31][CH3:32])[CH:28]=[CH:27][C:26]=4[F:33])=[C:21](OS(C(F)(F)F)(=O)=O)[CH:20]=3)[CH:12]=2)[CH2:5][C:6]([O:8][CH2:9][CH3:10])=[O:7])[CH2:3][CH2:2]1.[F:42][C:43]([F:54])([F:53])[C:44]1[CH:49]=[CH:48][C:47](B(O)O)=[CH:46][CH:45]=1.C1(P(C2CCCCC2)C2C=CC=CC=2C2C(OC)=CC=CC=2OC)CCCCC1.C(=O)([O-])[O-].[Na+].[Na+].